Dataset: Catalyst prediction with 721,799 reactions and 888 catalyst types from USPTO. Task: Predict which catalyst facilitates the given reaction. (1) Reactant: [F-:1].[K+].C1N2CCOCCOCCN(CCOCCOCC2)CCOCCOC1.[CH3:29][O:30][C:31]1[C:36]([O:37][CH3:38])=[C:35]([OH:39])[C:34]([CH3:40])=[C:33]([CH2:41][CH2:42][CH2:43][CH2:44][CH2:45][CH2:46][CH2:47][CH2:48][CH2:49]OS(C2C=CC(C)=CC=2)(=O)=O)[N:32]=1. Product: [CH3:29][O:30][C:31]1[C:36]([O:37][CH3:38])=[C:35]([OH:39])[C:34]([CH3:40])=[C:33]([CH2:41][CH2:42][CH2:43][CH2:44][CH2:45][CH2:46][CH2:47][CH2:48][CH2:49][F:1])[N:32]=1. The catalyst class is: 10. (2) The catalyst class is: 2. Reactant: [Cl:1][C:2]1[C:3]([F:31])=[C:4]([CH:8]2[C:12]([C:15]3[CH:20]=[CH:19][C:18]([Cl:21])=[CH:17][C:16]=3[F:22])([C:13]#[N:14])[CH:11]([CH2:23][C:24]([CH3:27])([CH3:26])[CH3:25])[NH:10][CH:9]2[C:28](O)=[O:29])[CH:5]=[CH:6][CH:7]=1.CN(C(ON1N=NC2C=CC=NC1=2)=[N+](C)C)C.F[P-](F)(F)(F)(F)F.CCN(C(C)C)C(C)C.[NH:65]1[C:69]([C:70]2[CH:71]=[C:72]([NH2:76])[CH:73]=[CH:74][CH:75]=2)=[N:68][N:67]=[N:66]1. Product: [NH:68]1[C:69]([C:70]2[CH:71]=[C:72]([NH:76][C:28]([CH:9]3[CH:8]([C:4]4[CH:5]=[CH:6][CH:7]=[C:2]([Cl:1])[C:3]=4[F:31])[C:12]([C:15]4[CH:20]=[CH:19][C:18]([Cl:21])=[CH:17][C:16]=4[F:22])([C:13]#[N:14])[CH:11]([CH2:23][C:24]([CH3:27])([CH3:26])[CH3:25])[NH:10]3)=[O:29])[CH:73]=[CH:74][CH:75]=2)=[N:65][N:66]=[N:67]1.